This data is from NCI-60 drug combinations with 297,098 pairs across 59 cell lines. The task is: Regression. Given two drug SMILES strings and cell line genomic features, predict the synergy score measuring deviation from expected non-interaction effect. (1) Drug 1: CCC1(CC2CC(C3=C(CCN(C2)C1)C4=CC=CC=C4N3)(C5=C(C=C6C(=C5)C78CCN9C7C(C=CC9)(C(C(C8N6C=O)(C(=O)OC)O)OC(=O)C)CC)OC)C(=O)OC)O.OS(=O)(=O)O. Drug 2: CC1=C2C(C(=O)C3(C(CC4C(C3C(C(C2(C)C)(CC1OC(=O)C(C(C5=CC=CC=C5)NC(=O)C6=CC=CC=C6)O)O)OC(=O)C7=CC=CC=C7)(CO4)OC(=O)C)O)C)OC(=O)C. Cell line: MCF7. Synergy scores: CSS=19.8, Synergy_ZIP=-11.9, Synergy_Bliss=-9.09, Synergy_Loewe=-11.3, Synergy_HSA=-8.72. (2) Drug 1: CC1CCC2CC(C(=CC=CC=CC(CC(C(=O)C(C(C(=CC(C(=O)CC(OC(=O)C3CCCCN3C(=O)C(=O)C1(O2)O)C(C)CC4CCC(C(C4)OC)OCCO)C)C)O)OC)C)C)C)OC. Drug 2: N.N.Cl[Pt+2]Cl. Cell line: HCT116. Synergy scores: CSS=50.0, Synergy_ZIP=1.47, Synergy_Bliss=6.26, Synergy_Loewe=3.48, Synergy_HSA=4.59. (3) Drug 1: C(CC(=O)O)C(=O)CN.Cl. Drug 2: CC(C)CN1C=NC2=C1C3=CC=CC=C3N=C2N. Cell line: MALME-3M. Synergy scores: CSS=7.16, Synergy_ZIP=-6.15, Synergy_Bliss=-1.19, Synergy_Loewe=-4.58, Synergy_HSA=-4.52. (4) Drug 1: C1=NC2=C(N1)C(=S)N=C(N2)N. Drug 2: CS(=O)(=O)CCNCC1=CC=C(O1)C2=CC3=C(C=C2)N=CN=C3NC4=CC(=C(C=C4)OCC5=CC(=CC=C5)F)Cl. Cell line: 786-0. Synergy scores: CSS=40.9, Synergy_ZIP=1.12, Synergy_Bliss=2.44, Synergy_Loewe=-1.96, Synergy_HSA=2.40. (5) Drug 1: COC1=NC(=NC2=C1N=CN2C3C(C(C(O3)CO)O)O)N. Drug 2: C1=CN(C=N1)CC(O)(P(=O)(O)O)P(=O)(O)O. Cell line: HCC-2998. Synergy scores: CSS=-1.15, Synergy_ZIP=-1.58, Synergy_Bliss=-4.67, Synergy_Loewe=-0.919, Synergy_HSA=-2.08.